This data is from Full USPTO retrosynthesis dataset with 1.9M reactions from patents (1976-2016). The task is: Predict the reactants needed to synthesize the given product. (1) Given the product [NH2:48][C:47]1[CH:49]=[CH:50][C:51]([F:53])=[CH:52][C:46]=1[O:45][C:44]1[CH:54]=[CH:55][C:41]([CH2:39][CH3:40])=[CH:42][C:43]=1[OH:56], predict the reactants needed to synthesize it. The reactants are: FC1C=CC=C(OC2C=CC(CCC)=CC=2OC)N=1.C(C1C=CC(OC2C=CC(N)=C(F)C=2)=C(OC)C=1)C.[CH2:39]([C:41]1[CH:55]=[CH:54][C:44]([O:45][C:46]2[CH:52]=[C:51]([F:53])[CH:50]=[CH:49][C:47]=2[NH2:48])=[C:43]([O:56]C)[CH:42]=1)[CH3:40]. (2) The reactants are: O[CH2:2][CH2:3][NH:4][CH2:5][C:6]([NH:8][C:9]1[CH:14]=[CH:13][C:12]([N+:15]([O-:17])=[O:16])=[CH:11][CH:10]=1)=[O:7].C(P(CCCC)CCCC)CCC.CC(OC(/N=N/C(OC(C)C)=O)=O)C.[C:45](O[C:45]([O:47][C:48]([CH3:51])([CH3:50])[CH3:49])=[O:46])([O:47][C:48]([CH3:51])([CH3:50])[CH3:49])=[O:46]. Given the product [N+:15]([C:12]1[CH:13]=[CH:14][C:9]([N:8]2[CH2:2][CH2:3][N:4]([C:45]([O:47][C:48]([CH3:51])([CH3:50])[CH3:49])=[O:46])[CH2:5][C:6]2=[O:7])=[CH:10][CH:11]=1)([O-:17])=[O:16], predict the reactants needed to synthesize it.